From a dataset of Full USPTO retrosynthesis dataset with 1.9M reactions from patents (1976-2016). Predict the reactants needed to synthesize the given product. (1) Given the product [CH3:29][S:30]([NH:1][C:2]1[CH:3]=[CH:4][C:5]2[O:10][C@:9]([CH:12]([O:15][CH3:16])[O:13][CH3:14])([CH3:11])[C@H:8]([OH:17])[C@@H:7]([N:18]3[C:22]4[CH:23]=[CH:24][CH:25]=[CH:26][C:21]=4[O:20][C:19]3=[S:27])[C:6]=2[CH:28]=1)(=[O:32])=[O:31], predict the reactants needed to synthesize it. The reactants are: [NH2:1][C:2]1[CH:3]=[CH:4][C:5]2[O:10][C@:9]([CH:12]([O:15][CH3:16])[O:13][CH3:14])([CH3:11])[C@H:8]([OH:17])[C@@H:7]([N:18]3[C:22]4[CH:23]=[CH:24][CH:25]=[CH:26][C:21]=4[O:20][C:19]3=[S:27])[C:6]=2[CH:28]=1.[CH3:29][S:30](Cl)(=[O:32])=[O:31]. (2) Given the product [N:36]([CH2:20][C@H:18]1[O:17][C:16](=[O:22])[N:15]([C:12]2[CH:13]=[CH:14][C:9]([O:8][CH2:1][C:2]3[CH:7]=[CH:6][CH:5]=[CH:4][CH:3]=3)=[C:10]([F:23])[CH:11]=2)[CH2:19]1)=[N+:37]=[N-:38], predict the reactants needed to synthesize it. The reactants are: [CH2:1]([O:8][C:9]1[CH:14]=[CH:13][C:12]([N:15]2[CH2:19][C@H:18]([CH2:20]O)[O:17][C:16]2=[O:22])=[CH:11][C:10]=1[F:23])[C:2]1[CH:7]=[CH:6][CH:5]=[CH:4][CH:3]=1.C(N(CC)CC)C.CS(Cl)(=O)=O.[N-:36]=[N+:37]=[N-:38].[Na+]. (3) Given the product [OH:20][C:21]1[CH:26]=[C:25]([C:2]2[CH:3]=[C:4]([NH:8][C:9](=[O:19])[C:10]3[CH:15]=[CH:14][C:13]([CH3:16])=[C:12]([O:17][CH3:18])[CH:11]=3)[CH:5]=[N:6][CH:7]=2)[CH:24]=[CH:23][CH:22]=1, predict the reactants needed to synthesize it. The reactants are: Br[C:2]1[CH:3]=[C:4]([NH:8][C:9](=[O:19])[C:10]2[CH:15]=[CH:14][C:13]([CH3:16])=[C:12]([O:17][CH3:18])[CH:11]=2)[CH:5]=[N:6][CH:7]=1.[OH:20][C:21]1[CH:22]=[C:23](B(O)O)[CH:24]=[CH:25][CH:26]=1.C([O-])(O)=O.[Na+].C1(P(C2C=CC=CC=2)C2C=CC=CC=2)C=CC=CC=1. (4) Given the product [ClH:21].[CH3:1][S:2]([C:5]1[N:10]=[CH:9][C:8]([C@@H:11]([NH2:14])[CH2:12][CH3:13])=[CH:7][CH:6]=1)(=[O:4])=[O:3], predict the reactants needed to synthesize it. The reactants are: [CH3:1][S:2]([C:5]1[N:10]=[CH:9][C:8]([C@@H:11]([NH:14]S(C(C)(C)C)=O)[CH2:12][CH3:13])=[CH:7][CH:6]=1)(=[O:4])=[O:3].[ClH:21].O1CCOCC1.